This data is from Reaction yield outcomes from USPTO patents with 853,638 reactions. The task is: Predict the reaction yield, written as a fraction of the theoretical maximum amount of product (1.0 means a 100% yield; for example, 0.34 means a 34% yield). (1) The reactants are [Al+3].[Cl-].[Cl-].[Cl-].[C:5]1([NH:11][C:12](=[O:17])[CH:13]=[C:14]([CH3:16])[CH3:15])[CH:10]=[CH:9][CH:8]=[CH:7][CH:6]=1. The catalyst is C1C=CC=CC=1. The product is [CH3:16][C:14]1([CH3:15])[C:10]2[C:5](=[CH:6][CH:7]=[CH:8][CH:9]=2)[NH:11][C:12](=[O:17])[CH2:13]1. The yield is 0.860. (2) The reactants are [N+:1]([C:4]1[CH:5]=[N:6][NH:7][CH:8]=1)([O-:3])=[O:2].[F:9][C:10]([F:21])([F:20])[CH2:11]OS(C(F)(F)F)(=O)=O.C(=O)([O-])[O-].[K+].[K+]. The catalyst is CN(C)C=O. The product is [N+:1]([C:4]1[CH:5]=[N:6][N:7]([CH2:11][C:10]([F:21])([F:20])[F:9])[CH:8]=1)([O-:3])=[O:2]. The yield is 0.960. (3) The yield is 0.200. The product is [F:33][C:34]1[CH:39]=[C:38]([C:2]2[CH:3]=[CH:4][C:5]([N:8]3[CH:12]=[C:11]([C:13]([OH:16])([CH3:15])[CH3:14])[N:10]=[C:9]3[C:17]([C:20]3[CH:25]=[CH:24][CH:23]=[CH:22][C:21]=3[F:26])([CH3:19])[CH3:18])=[CH:6][CH:7]=2)[CH:37]=[C:36]([S:49]([CH3:52])(=[O:51])=[O:50])[C:35]=1[CH2:53][OH:54]. The reactants are Br[C:2]1[CH:7]=[CH:6][C:5]([N:8]2[CH:12]=[C:11]([C:13]([OH:16])([CH3:15])[CH3:14])[N:10]=[C:9]2[C:17]([C:20]2[CH:25]=[CH:24][CH:23]=[CH:22][C:21]=2[F:26])([CH3:19])[CH3:18])=[CH:4][CH:3]=1.COCCOC.[F:33][C:34]1[CH:39]=[C:38](B2OC(C)(C)C(C)(C)O2)[CH:37]=[C:36]([S:49]([CH3:52])(=[O:51])=[O:50])[C:35]=1[CH2:53][OH:54].C(=O)([O-])[O-].[K+].[K+]. The catalyst is CCOC(C)=O.C1C=CC(P(C2C=CC=CC=2)[C-]2C=CC=C2)=CC=1.C1C=CC(P(C2C=CC=CC=2)[C-]2C=CC=C2)=CC=1.Cl[Pd]Cl.[Fe+2].O. (4) The reactants are C[Si]([N-][Si](C)(C)C)(C)C.[K+].[CH3:11][O:12][C:13]([N:15]1[CH2:20][CH2:19][CH2:18][CH:17]([NH:21][C:22]([C:24]2[C:25]([C:30]3[C:35](F)=[CH:34][CH:33]=[CH:32][C:31]=3[Cl:37])=[N:26][O:27][C:28]=2[CH3:29])=[O:23])[CH2:16]1)=[O:14]. The catalyst is CN(C)C=O. The product is [CH3:11][O:12][C:13]([N:15]1[CH2:20][CH2:19][CH2:18][CH:17]([N:21]2[C:35]3[CH:34]=[CH:33][CH:32]=[C:31]([Cl:37])[C:30]=3[C:25]3=[N:26][O:27][C:28]([CH3:29])=[C:24]3[C:22]2=[O:23])[CH2:16]1)=[O:14]. The yield is 0.920. (5) The reactants are [CH2:1]([O:3][C:4]1[C:8]([CH2:9][CH2:10][CH2:11][OH:12])=[CH:7][N:6]([C:13]2[CH:18]=[CH:17][C:16]([C:19]([F:22])([F:21])[F:20])=[CH:15][N:14]=2)[N:5]=1)[CH3:2].O[C:24]1[CH:25]=[C:26]([CH2:32][C:33]([O:35]CC)=[O:34])[CH:27]=[CH:28][C:29]=1[O:30][CH3:31].C(P(CCCC)CCCC)CCC.N(C(N1CCCCC1)=O)=NC(N1CCCCC1)=O. The catalyst is O1CCCC1. The product is [CH2:1]([O:3][C:4]1[C:8]([CH2:9][CH2:10][CH2:11][O:12][C:28]2[CH:27]=[C:26]([CH2:32][C:33]([OH:35])=[O:34])[CH:25]=[CH:24][C:29]=2[O:30][CH3:31])=[CH:7][N:6]([C:13]2[CH:18]=[CH:17][C:16]([C:19]([F:21])([F:20])[F:22])=[CH:15][N:14]=2)[N:5]=1)[CH3:2]. The yield is 0.800. (6) The reactants are [CH2:1]([N:3]([CH2:7][CH3:8])[CH2:4][CH2:5][NH2:6])[CH3:2].S=[C:10]1[CH2:14][S:13][C:12](=[O:15])[NH:11]1.[CH:16]([C:18]1[CH:36]=[CH:35][C:21]([O:22][C:23]2[CH:30]=[CH:29][C:28]([C:31]([F:34])([F:33])[F:32])=[CH:27][C:24]=2[C:25]#[N:26])=[C:20]([O:37][CH3:38])[CH:19]=1)=O.[Cl-].[NH4+]. The catalyst is C(O)C.CC(C)([O-])C.[K+]. The product is [CH2:1]([N:3]([CH2:7][CH3:8])[CH2:4][CH2:5][NH:6][C:10]1=[N:11][C:12](=[O:15])[S:13]/[C:14]/1=[CH:16]\[C:18]1[CH:36]=[CH:35][C:21]([O:22][C:23]2[CH:30]=[CH:29][C:28]([C:31]([F:32])([F:33])[F:34])=[CH:27][C:24]=2[C:25]#[N:26])=[C:20]([O:37][CH3:38])[CH:19]=1)[CH3:2]. The yield is 0.260. (7) The yield is 0.860. The product is [Br:17][C:16]1[C:7]([O:6][C:5]2[CH:22]=[CH:23][CH:2]=[CH:3][C:4]=2[F:24])=[C:8]2[C:13](=[CH:14][CH:15]=1)[N:12]([C:18](=[O:20])[CH3:19])[C@@H:11]([CH3:21])[CH2:10][CH2:9]2. The reactants are N[C:2]1[CH:23]=[CH:22][C:5]([O:6][C:7]2[C:16]([Br:17])=[CH:15][CH:14]=[C:13]3[C:8]=2[CH2:9][CH2:10][C@H:11]([CH3:21])[N:12]3[C:18](=[O:20])[CH3:19])=[C:4]([F:24])[CH:3]=1.C(O)(=O)C.N([O-])=O.[Na+].S(=O)(O)[O-].[Na+]. The catalyst is C(O)C. (8) The reactants are [CH3:1][C:2]1[C:6]([CH2:7][N:8]2[CH:12]=[C:11]([N:13]3[C:17](=[O:18])[CH2:16][NH:15][C:14]3=[O:19])[CH:10]=[N:9]2)=[C:5]([CH3:20])[O:4][N:3]=1.[CH3:21][O:22][C:23]1[CH:31]=[CH:30][C:26]([CH2:27][CH2:28]Br)=[CH:25][CH:24]=1. No catalyst specified. The product is [CH3:1][C:2]1[C:6]([CH2:7][N:8]2[CH:12]=[C:11]([N:13]3[C:17](=[O:18])[CH2:16][N:15]([CH2:28][CH2:27][C:26]4[CH:30]=[CH:31][C:23]([O:22][CH3:21])=[CH:24][CH:25]=4)[C:14]3=[O:19])[CH:10]=[N:9]2)=[C:5]([CH3:20])[O:4][N:3]=1. The yield is 0.320. (9) The reactants are B1([O-])OO1.[OH2:5].[OH2:6].O.O.[Na+].[F:10][C:11]1[CH:17]=[CH:16][CH:15]=[C:14]([F:18])[C:12]=1[NH2:13].O. The catalyst is C(O)(=O)C. The product is [F:10][C:11]1[CH:17]=[CH:16][CH:15]=[C:14]([F:18])[C:12]=1[N+:13]([O-:6])=[O:5]. The yield is 0.520.